Dataset: Forward reaction prediction with 1.9M reactions from USPTO patents (1976-2016). Task: Predict the product of the given reaction. The product is: [C:38]([C:34]1[S:35][CH:36]=[CH:37][C:33]=1[NH:32][C:28]([CH:9]1[CH:8]([C:4]2[CH:5]=[CH:6][CH:7]=[C:2]([Cl:1])[C:3]=2[F:31])[C:12]([C:15]2[CH:20]=[CH:19][C:18]([Cl:21])=[CH:17][C:16]=2[F:22])([C:13]#[N:14])[CH:11]([CH2:23][C:24]([CH3:26])([CH3:27])[CH3:25])[NH:10]1)=[O:29])(=[O:40])[CH3:39]. Given the reactants [Cl:1][C:2]1[C:3]([F:31])=[C:4]([CH:8]2[C:12]([C:15]3[CH:20]=[CH:19][C:18]([Cl:21])=[CH:17][C:16]=3[F:22])([C:13]#[N:14])[CH:11]([CH2:23][C:24]([CH3:27])([CH3:26])[CH3:25])[NH:10][CH:9]2[C:28](O)=[O:29])[CH:5]=[CH:6][CH:7]=1.[NH2:32][C:33]1[CH:37]=[CH:36][S:35][C:34]=1[C:38](=[O:40])[CH3:39].CN(C(ON1N=NC2C=CC=NC1=2)=[N+](C)C)C.F[P-](F)(F)(F)(F)F.CCN(C(C)C)C(C)C, predict the reaction product.